From a dataset of Full USPTO retrosynthesis dataset with 1.9M reactions from patents (1976-2016). Predict the reactants needed to synthesize the given product. (1) Given the product [CH2:2]([N:16]1[CH2:15][CH2:14][N:13]([C:11]([O:10][C:6]([CH3:9])([CH3:8])[CH3:7])=[O:12])[CH2:18][CH2:17]1)[CH2:3][C:4]#[CH:5], predict the reactants needed to synthesize it. The reactants are: Br[CH2:2][CH2:3][C:4]#[CH:5].[C:6]([O:10][C:11]([N:13]1[CH2:18][CH2:17][NH:16][CH2:15][CH2:14]1)=[O:12])([CH3:9])([CH3:8])[CH3:7].C(=O)([O-])[O-].[K+].[K+].O. (2) Given the product [O:12]1[C:9]2[CH:10]=[CH:11][CH:6]=[CH:7][C:8]=2[CH:17]=[CH:16][NH:15]1, predict the reactants needed to synthesize it. The reactants are: C1(=O)N([C:6]2[CH:11]=[CH:10][C:9]([OH:12])=[CH:8][CH:7]=2)C(=O)C=C1.[NH2:15][CH2:16][CH2:17]C[Si](OCC)(OCC)OCC.C=O. (3) Given the product [CH3:12][C:4]1[CH:3]=[C:2]2[C:7](=[C:6]([N+:9]([O-:11])=[O:10])[CH:5]=1)[NH:8][C:13]([C:15]1[CH:20]=[CH:19][CH:18]=[C:17]([CH3:21])[N:16]=1)=[CH:14]2, predict the reactants needed to synthesize it. The reactants are: I[C:2]1[C:7]([NH2:8])=[C:6]([N+:9]([O-:11])=[O:10])[CH:5]=[C:4]([CH3:12])[CH:3]=1.[C:13]([C:15]1[CH:20]=[CH:19][CH:18]=[C:17]([CH3:21])[N:16]=1)#[CH:14]. (4) Given the product [Cl:19][C:20]1[CH:25]=[CH:24][C:23]([C:26]2[N:27]([CH2:32][C@H:33]([OH:38])[C:34]([F:36])([F:37])[F:35])[C:28](=[O:31])[N:29]([CH2:2][C:3]3[CH:8]=[CH:7][N:6]=[C:5]([C:9]4[CH:14]=[CH:13][CH:12]=[CH:11][C:10]=4[C:15]([F:18])([F:17])[F:16])[CH:4]=3)[N:30]=2)=[CH:22][CH:21]=1, predict the reactants needed to synthesize it. The reactants are: Br[CH2:2][C:3]1[CH:8]=[CH:7][N:6]=[C:5]([C:9]2[CH:14]=[CH:13][CH:12]=[CH:11][C:10]=2[C:15]([F:18])([F:17])[F:16])[CH:4]=1.[Cl:19][C:20]1[CH:25]=[CH:24][C:23]([C:26]2[N:27]([CH2:32][C@H:33]([OH:38])[C:34]([F:37])([F:36])[F:35])[C:28](=[O:31])[NH:29][N:30]=2)=[CH:22][CH:21]=1.C(=O)([O-])[O-].[Cs+].[Cs+]. (5) Given the product [Cl:28][C:29]1[CH:30]=[CH:31][C:32]([CH2:35][O:36][C:37]2[CH:42]=[CH:41][N:40]([C:43]3[CH:44]=[CH:45][C:46]([O:49][CH2:50][C@@H:3]4[CH2:2][CH2:6][CH2:5][NH:4]4)=[CH:47][CH:48]=3)[C:39](=[O:62])[CH:38]=2)=[N:33][CH:34]=1, predict the reactants needed to synthesize it. The reactants are: O[C@H:2]1[CH2:6][CH2:5][N:4](C(OC(C)(C)C)=O)[CH2:3]1.OC[C@@H]1CCCN1C(OC(C)(C)C)=O.[Cl:28][C:29]1[CH:30]=[CH:31][C:32]([CH2:35][O:36][C:37]2[CH:42]=[CH:41][N:40]([C:43]3[CH:48]=[CH:47][C:46]([O:49][C@@H:50]4CCN(C(OC(C)(C)C)=O)C4)=[CH:45][CH:44]=3)[C:39](=[O:62])[CH:38]=2)=[N:33][CH:34]=1. (6) Given the product [N:7]1[C:6]2[CH:8]=[CH:9][S:10][C:5]=2[CH:4]=[N:3][CH:2]=1, predict the reactants needed to synthesize it. The reactants are: Cl[C:2]1[N:3]=[C:4](C2CCOCC=2)[C:5]2[S:10][CH:9]=[CH:8][C:6]=2[N:7]=1.C([O-])([O-])=O.[Na+].[Na+].